Dataset: Full USPTO retrosynthesis dataset with 1.9M reactions from patents (1976-2016). Task: Predict the reactants needed to synthesize the given product. (1) Given the product [Cl:1][C:2]1[CH:3]=[C:4]([C:9]2([C:25]([F:27])([F:26])[F:28])[S:13][N:12]=[C:11]([C:14]3[CH:19]=[CH:18][C:17]([CH2:20][N:21]([CH2:22][CH3:23])[C:33](=[O:35])[CH2:32][S:31][CH2:29][CH3:30])=[C:16]([CH3:24])[CH:15]=3)[CH2:10]2)[CH:5]=[C:6]([Cl:8])[CH:7]=1, predict the reactants needed to synthesize it. The reactants are: [Cl:1][C:2]1[CH:3]=[C:4]([C:9]2([C:25]([F:28])([F:27])[F:26])[S:13][N:12]=[C:11]([C:14]3[CH:19]=[CH:18][C:17]([CH2:20][NH:21][CH2:22][CH3:23])=[C:16]([CH3:24])[CH:15]=3)[CH2:10]2)[CH:5]=[C:6]([Cl:8])[CH:7]=1.[CH2:29]([S:31][CH2:32][C:33]([OH:35])=O)[CH3:30].F[P-](F)(F)(F)(F)F.Br[P+](N1CCCC1)(N1CCCC1)N1CCCC1.C(N(CC)C(C)C)(C)C. (2) Given the product [C:1]([Si:5]([C:10]1[CH:11]=[CH:12][CH:13]=[CH:14][CH:15]=1)([C:16]1[CH:21]=[CH:20][CH:19]=[CH:18][CH:17]=1)[O:6][CH2:7][CH2:8][O:9][C:47]1[CH:46]=[CH:45][C:44]([N+:41]([O-:43])=[O:42])=[N:49][CH:48]=1)([CH3:4])([CH3:2])[CH3:3], predict the reactants needed to synthesize it. The reactants are: [C:1]([Si:5]([C:16]1[CH:21]=[CH:20][CH:19]=[CH:18][CH:17]=1)([C:10]1[CH:15]=[CH:14][CH:13]=[CH:12][CH:11]=1)[O:6][CH2:7][CH2:8][OH:9])([CH3:4])([CH3:3])[CH3:2].C1C=CC(P(C2C=CC=CC=2)C2C=CC=CC=2)=CC=1.[N+:41]([C:44]1[N:49]=[CH:48][C:47](O)=[CH:46][CH:45]=1)([O-:43])=[O:42].CC(OC(/N=N/C(OC(C)C)=O)=O)C.